Dataset: Full USPTO retrosynthesis dataset with 1.9M reactions from patents (1976-2016). Task: Predict the reactants needed to synthesize the given product. (1) Given the product [N:14]1([C:2]2[N:3]([CH3:13])[C:4]3[C:9]([C:10]=2[CH:11]=[O:12])=[CH:8][CH:7]=[CH:6][CH:5]=3)[CH2:19][CH2:18][NH:17][CH2:16][CH2:15]1, predict the reactants needed to synthesize it. The reactants are: Cl[C:2]1[N:3]([CH3:13])[C:4]2[C:9]([C:10]=1[CH:11]=[O:12])=[CH:8][CH:7]=[CH:6][CH:5]=2.[NH:14]1[CH2:19][CH2:18][NH:17][CH2:16][CH2:15]1. (2) The reactants are: Cl[C:2]1[CH:11]=[CH:10][N:9]=[C:8]2[C:3]=1[CH:4]=[CH:5][C:6]([CH2:12][CH2:13][CH3:14])=[N:7]2.[NH2:15][C:16]1[CH:21]=[C:20]([O:22][CH2:23][C:24]2[CH:29]=[CH:28][CH:27]=[C:26]([F:30])[CH:25]=2)[CH:19]=[CH:18][C:17]=1[S:31][C:32]1[CH:37]=[CH:36][C:35]([OH:38])=[CH:34][CH:33]=1. Given the product [F:30][C:26]1[CH:25]=[C:24]([CH:29]=[CH:28][CH:27]=1)[CH2:23][O:22][C:20]1[CH:19]=[CH:18][C:17]([S:31][C:32]2[CH:37]=[CH:36][C:35]([OH:38])=[CH:34][CH:33]=2)=[C:16]([NH:15][C:2]2[C:3]3[C:8](=[N:7][C:6]([CH2:12][CH2:13][CH3:14])=[CH:5][CH:4]=3)[N:9]=[CH:10][CH:11]=2)[CH:21]=1, predict the reactants needed to synthesize it. (3) Given the product [Br:1][C:2]1[CH:7]=[CH:6][C:5]([C:15]2([OH:14])[CH2:16][CH2:17][N:18]([C:21]([O:23][C:24]([CH3:26])([CH3:25])[CH3:27])=[O:22])[CH2:19][CH2:20]2)=[CH:4][CH:3]=1, predict the reactants needed to synthesize it. The reactants are: [Br:1][C:2]1[CH:7]=[CH:6][C:5](I)=[CH:4][CH:3]=1.C([Li])CCC.[O:14]=[C:15]1[CH2:20][CH2:19][N:18]([C:21]([O:23][C:24]([CH3:27])([CH3:26])[CH3:25])=[O:22])[CH2:17][CH2:16]1.